Dataset: Catalyst prediction with 721,799 reactions and 888 catalyst types from USPTO. Task: Predict which catalyst facilitates the given reaction. (1) Reactant: [NH2:1][C:2]1[C:6]([C:7]([O:9][CH3:10])=[O:8])=[CH:5][NH:4][N:3]=1.[F:11][C:12]([F:28])([F:27])[C:13](=O)[CH:14]([CH3:25])[C:15]([C:17]1[CH:22]=[CH:21][C:20]([O:23][CH3:24])=[CH:19][CH:18]=1)=O. Product: [CH3:24][O:23][C:20]1[CH:19]=[CH:18][C:17]([C:15]2[C:14]([CH3:25])=[C:13]([C:12]([F:11])([F:28])[F:27])[N:3]3[N:4]=[CH:5][C:6]([C:7]([O:9][CH3:10])=[O:8])=[C:2]3[N:1]=2)=[CH:22][CH:21]=1. The catalyst class is: 25. (2) Reactant: Br[C:2]1[C:6]2[N:7]=[CH:8][N:9]=[C:10]([C:11]3[CH:16]=[CH:15][C:14]([NH:17][C:18](=[O:24])[O:19][C:20]([CH3:23])([CH3:22])[CH3:21])=[CH:13][CH:12]=3)[C:5]=2[S:4][CH:3]=1.CC1(C)C(C)(C)OB([C:33]2[CH:38]=[CH:37][C:36]([CH2:39][C:40]([O:42][CH3:43])=[O:41])=[CH:35][CH:34]=2)O1.C(=O)([O-])[O-].[Na+].[Na+].O1CCOCC1. Product: [C:20]([O:19][C:18]([NH:17][C:14]1[CH:15]=[CH:16][C:11]([C:10]2[C:5]3[S:4][CH:3]=[C:2]([C:33]4[CH:38]=[CH:37][C:36]([CH2:39][C:40]([O:42][CH3:43])=[O:41])=[CH:35][CH:34]=4)[C:6]=3[N:7]=[CH:8][N:9]=2)=[CH:12][CH:13]=1)=[O:24])([CH3:23])([CH3:22])[CH3:21]. The catalyst class is: 69. (3) Reactant: Cl[CH2:2][CH2:3][CH2:4][C:5]#[C:6][C:7]1[CH:12]=[CH:11][CH:10]=[CH:9][N:8]=1.[CH3:13][N:14]1[C:18]2[CH:19]=[CH:20][CH:21]=[CH:22][C:17]=2[NH:16][C:15]1=[O:23].C([O-])([O-])=O.[K+].[K+]. Product: [CH3:13][N:14]1[C:18]2[CH:19]=[CH:20][CH:21]=[CH:22][C:17]=2[N:16]([CH2:2][CH2:3][CH2:4][C:5]#[C:6][C:7]2[CH:12]=[CH:11][CH:10]=[CH:9][N:8]=2)[C:15]1=[O:23]. The catalyst class is: 3. (4) Reactant: [Cl:1][C:2]1[C:6]([Cl:7])=[C:5]([CH3:8])[NH:4][C:3]=1[C:9]([NH:11][C@H:12]1[CH2:17][CH2:16][NH:15][CH2:14][C@H:13]1[O:18][CH3:19])=[O:10].[NH2:20][C:21]([C:23]1[S:27][C:26](Cl)=[N:25][C:24]=1[C:29]([O:31]CC)=[O:30])=[O:22].C([O-])([O-])=O.[K+].[K+].Cl. Product: [NH2:20][C:21]([C:23]1[S:27][C:26]([N:15]2[CH2:16][CH2:17][C@H:12]([NH:11][C:9]([C:3]3[NH:4][C:5]([CH3:8])=[C:6]([Cl:7])[C:2]=3[Cl:1])=[O:10])[C@H:13]([O:18][CH3:19])[CH2:14]2)=[N:25][C:24]=1[C:29]([OH:31])=[O:30])=[O:22]. The catalyst class is: 179. (5) Reactant: [C:1]([C:3]1[CH:8]=[CH:7][C:6]([C:9]2[CH:10]=[N:11][N:12]([C:15]3[CH:23]=[CH:22][C:18]([C:19]([OH:21])=O)=[CH:17][N:16]=3)[C:13]=2[OH:14])=[C:5]([CH3:24])[CH:4]=1)#[N:2].C1C=C2N=NN(O)C2=CC=1.O.Cl.[CH2:37]([N:39]=[C:40]=NCCCN(C)C)C.C(N(CC)CC)C.Cl.CNC.Cl. Product: [C:1]([C:3]1[CH:8]=[CH:7][C:6]([C:9]2[CH:10]=[N:11][N:12]([C:15]3[CH:23]=[CH:22][C:18]([C:19]([N:39]([CH3:40])[CH3:37])=[O:21])=[CH:17][N:16]=3)[C:13]=2[OH:14])=[C:5]([CH3:24])[CH:4]=1)#[N:2]. The catalyst class is: 656. (6) Reactant: C(N(CC)CC)C.[CH3:8][N:9]1[C:17]2[C:12](=[CH:13][CH:14]=[CH:15][CH:16]=2)[C:11]([CH:18]=[O:19])=[N:10]1.[CH:20](=[N:27][C:28]1[CH:29]=[N:30][CH:31]=[C:32]([O:34][CH3:35])[CH:33]=1)[C:21]1[CH:26]=[CH:25][CH:24]=[CH:23][CH:22]=1. Product: [CH3:35][O:34][C:32]1[CH:33]=[C:28]([NH:27][CH:20]([C:21]2[CH:26]=[CH:25][CH:24]=[CH:23][CH:22]=2)[C:18]([C:11]2[C:12]3[C:17](=[CH:16][CH:15]=[CH:14][CH:13]=3)[N:9]([CH3:8])[N:10]=2)=[O:19])[CH:29]=[N:30][CH:31]=1. The catalyst class is: 433.